This data is from Catalyst prediction with 721,799 reactions and 888 catalyst types from USPTO. The task is: Predict which catalyst facilitates the given reaction. (1) Reactant: Cl[CH2:2][C:3]1[CH:8]=[CH:7][C:6]([C@@H:9]([NH:11][C:12]2[N:17]=[C:16]([N:18]3[C@@H:22]([CH:23]([CH3:25])[CH3:24])[CH2:21][O:20][C:19]3=[O:26])[CH:15]=[CH:14][N:13]=2)[CH3:10])=[CH:5][CH:4]=1.[N:27]1[CH:28]=[CH:29][N:30]2[CH2:35][CH2:34][NH:33][CH2:32][C:31]=12. Product: [N:27]1[CH:28]=[CH:29][N:30]2[CH2:35][CH2:34][N:33]([CH2:2][C:3]3[CH:8]=[CH:7][C:6]([C@@H:9]([NH:11][C:12]4[N:17]=[C:16]([N:18]5[C@@H:22]([CH:23]([CH3:25])[CH3:24])[CH2:21][O:20][C:19]5=[O:26])[CH:15]=[CH:14][N:13]=4)[CH3:10])=[CH:5][CH:4]=3)[CH2:32][C:31]=12. The catalyst class is: 197. (2) Product: [NH2:17][C:13]1[C:12]2[N:18]=[C:19]([CH2:28][CH3:29])[N:20]([CH2:21][CH:22]3[CH2:23][CH2:24][O:25][CH2:26][CH2:27]3)[C:11]=2[C:10]2[CH:9]=[CH:8][C:7]([O:6][CH2:5][CH2:4][N:40]([CH:37]([CH3:39])[CH3:38])[C:41]([NH2:32])=[O:42])=[CH:16][C:15]=2[N:14]=1. The catalyst class is: 4. Reactant: Cl.Cl.N[CH2:4][CH2:5][O:6][C:7]1[CH:8]=[CH:9][C:10]2[C:11]3[N:20]([CH2:21][CH:22]4[CH2:27][CH2:26][O:25][CH2:24][CH2:23]4)[C:19]([CH2:28][CH3:29])=[N:18][C:12]=3[C:13]([NH2:17])=[N:14][C:15]=2[CH:16]=1.C([N:32](CC)CC)C.[CH:37]([N:40]=[C:41]=[O:42])([CH3:39])[CH3:38].C(=O)([O-])[O-].[Na+].[Na+]. (3) Reactant: Cl[CH2:2][CH2:3][CH2:4][S:5]([N:8]1[CH2:13][CH2:12][CH:11]([C:14]2[C:22]3[C:17](=[C:18]([C:29]([NH2:31])=[O:30])[CH:19]=[C:20]([C:23]4[CH:28]=[CH:27][CH:26]=[CH:25][CH:24]=4)[CH:21]=3)[NH:16][N:15]=2)[CH2:10][CH2:9]1)(=[O:7])=[O:6].C([O-])([O-])=O.[K+].[K+].[NH:38]1[CH2:43][CH2:42][NH:41][CH2:40][CH:39]1[CH2:44][CH2:45][OH:46].[I-].[Na+]. Product: [OH:46][CH2:45][CH2:44][CH:39]1[NH:38][CH2:43][CH2:42][N:41]([CH2:2][CH2:3][CH2:4][S:5]([N:8]2[CH2:13][CH2:12][CH:11]([C:14]3[C:22]4[C:17](=[C:18]([C:29]([NH2:31])=[O:30])[CH:19]=[C:20]([C:23]5[CH:28]=[CH:27][CH:26]=[CH:25][CH:24]=5)[CH:21]=4)[NH:16][N:15]=3)[CH2:10][CH2:9]2)(=[O:7])=[O:6])[CH2:40]1. The catalyst class is: 10. (4) Reactant: C(OC[O:5][C:6]1[C:15]2[C:14]([CH3:17])([CH3:16])[CH2:13][CH2:12][C:11]([CH3:19])([CH3:18])[C:10]=2[CH:9]=[C:8]([C:20]([C:22]2[CH:23]=[C:24]3[C:29](=[CH:30][CH:31]=2)[CH:28]=[C:27]([C:32]([O:34][CH3:35])=[O:33])[CH:26]=[CH:25]3)=[O:21])[CH:7]=1)C.S(=O)(=O)(O)O. Product: [OH:5][C:6]1[C:15]2[C:14]([CH3:17])([CH3:16])[CH2:13][CH2:12][C:11]([CH3:19])([CH3:18])[C:10]=2[CH:9]=[C:8]([C:20]([C:22]2[CH:23]=[C:24]3[C:29](=[CH:30][CH:31]=2)[CH:28]=[C:27]([C:32]([O:34][CH3:35])=[O:33])[CH:26]=[CH:25]3)=[O:21])[CH:7]=1. The catalyst class is: 36.